From a dataset of Reaction yield outcomes from USPTO patents with 853,638 reactions. Predict the reaction yield, written as a fraction of the theoretical maximum amount of product (1.0 means a 100% yield; for example, 0.34 means a 34% yield). (1) The reactants are [CH3:1][N:2]([CH3:32])[C:3]([C:5]1[N:26]([CH:27]2[CH2:31][CH2:30][CH2:29][CH2:28]2)[C:8]2[N:9]=[C:10]([NH:13][C:14]3[CH:19]=[CH:18][C:17]([N:20]4[CH2:25][CH2:24][NH:23][CH2:22][CH2:21]4)=[CH:16][N:15]=3)[N:11]=[CH:12][C:7]=2[CH:6]=1)=[O:4].[CH:33]1([CH2:39][C:40](Cl)=[O:41])[CH2:38][CH2:37][CH2:36][CH2:35][CH2:34]1. No catalyst specified. The product is [CH3:1][N:2]([CH3:32])[C:3]([C:5]1[N:26]([CH:27]2[CH2:31][CH2:30][CH2:29][CH2:28]2)[C:8]2[N:9]=[C:10]([NH:13][C:14]3[CH:19]=[CH:18][C:17]([N:20]4[CH2:21][CH2:22][N:23]([C:40](=[O:41])[CH2:39][CH:33]5[CH2:38][CH2:37][CH2:36][CH2:35][CH2:34]5)[CH2:24][CH2:25]4)=[CH:16][N:15]=3)[N:11]=[CH:12][C:7]=2[CH:6]=1)=[O:4]. The yield is 0.470. (2) The reactants are [C:1]([C:4]1[CH:11]=[CH:10][C:7]([CH:8]=[O:9])=[CH:6][CH:5]=1)([OH:3])=O.CN(C)C=O.S(Cl)(Cl)=O.[CH2:21]([NH:23][CH2:24][CH3:25])[CH3:22]. The catalyst is C1(C)C=CC=CC=1. The product is [CH:8]([C:7]1[CH:10]=[CH:11][C:4]([C:1]([N:23]([CH2:24][CH3:25])[CH2:21][CH3:22])=[O:3])=[CH:5][CH:6]=1)=[O:9]. The yield is 0.840. (3) The reactants are [O:1]=[C:2]1[C:7]([CH2:8][C:9]2[CH:14]=[CH:13][C:12]([C:15]3[C:16]([C:21]#[N:22])=[CH:17][CH:18]=[CH:19][CH:20]=3)=[CH:11][CH:10]=2)=[C:6]([CH2:23][CH2:24][CH3:25])[N:5]2[N:26]=[CH:27][N:28]=[C:4]2[N:3]1[CH:29]1[CH2:34][CH2:33][C:32](=[O:35])[CH2:31][CH2:30]1.[CH:36]1(O)[CH2:40][CH2:39][CH2:38][CH:37]1[OH:41]. The catalyst is O.C1(C)C=CC(S(O)(=O)=O)=CC=1.C1(C)C=CC=CC=1. The product is [O:1]=[C:2]1[C:7]([CH2:8][C:9]2[CH:10]=[CH:11][C:12]([C:15]3[C:16]([C:21]#[N:22])=[CH:17][CH:18]=[CH:19][CH:20]=3)=[CH:13][CH:14]=2)=[C:6]([CH2:23][CH2:24][CH3:25])[N:5]2[N:26]=[CH:27][N:28]=[C:4]2[N:3]1[CH:29]1[CH2:30][CH2:31][C:32]2([O:41][C@H:37]3[CH2:38][CH2:39][CH2:40][C@H:36]3[O:35]2)[CH2:33][CH2:34]1. The yield is 1.00. (4) The reactants are [CH3:1][N:2]([CH3:12])[S:3]([N:6]1[CH:10]=[C:9](Br)[N:8]=[CH:7]1)(=[O:5])=[O:4].[F:13][C:14]1[CH:19]=[CH:18][C:17](B(O)O)=[CH:16][CH:15]=1.C(=O)([O-])[O-].[Na+].[Na+].C1(C)C=CC=CC=1. The product is [CH3:1][N:2]([CH3:12])[S:3]([N:6]1[CH:10]=[C:9]([C:17]2[CH:18]=[CH:19][C:14]([F:13])=[CH:15][CH:16]=2)[N:8]=[CH:7]1)(=[O:5])=[O:4]. The yield is 0.720. The catalyst is [Pd].C1(P(C2C=CC=CC=2)C2C=CC=CC=2)C=CC=CC=1.C1(P(C2C=CC=CC=2)C2C=CC=CC=2)C=CC=CC=1.C1(P(C2C=CC=CC=2)C2C=CC=CC=2)C=CC=CC=1.C1(P(C2C=CC=CC=2)C2C=CC=CC=2)C=CC=CC=1.O. (5) The yield is 0.500. No catalyst specified. The product is [NH2:9][C@H:8]1[C@@H:2]([F:1])[CH2:3][O:4][C@H:5]([C:17]2[N:21]([CH3:22])[N:20]=[CH:19][C:18]=2[NH:23][C:45](=[O:46])[C:43]2[CH:42]=[CH:41][C:40]([F:48])=[C:39]([C:28]3[C:29]([F:38])=[CH:30][C:31]([O:33][CH2:34][CH2:35][O:36][CH3:37])=[CH:32][C:27]=3[F:26])[N:44]=2)[CH2:6][CH2:7]1. The reactants are [F:1][C@@H:2]1[C@H:8]([NH:9]C(=O)OC(C)(C)C)[CH2:7][CH2:6][C@@H:5]([C:17]2[N:21]([CH3:22])[N:20]=[CH:19][C:18]=2[N+:23]([O-])=O)[O:4][CH2:3]1.[F:26][C:27]1[CH:32]=[C:31]([O:33][CH2:34][CH2:35][O:36][CH3:37])[CH:30]=[C:29]([F:38])[C:28]=1[C:39]1[N:44]=[C:43]([C:45](O)=[O:46])[CH:42]=[CH:41][C:40]=1[F:48].